Dataset: Forward reaction prediction with 1.9M reactions from USPTO patents (1976-2016). Task: Predict the product of the given reaction. (1) Given the reactants Cl.[OH:2][CH:3]([CH2:15][CH3:16])[CH2:4][NH:5][CH2:6][C:7]1[CH:14]=[CH:13][C:10]([C:11]#[N:12])=[CH:9][CH:8]=1.[C:17]([C:25]1[CH:33]=[C:32]([Cl:34])[CH:31]=[CH:30][C:26]=1[C:27](O)=[O:28])(=O)[C:18]1[CH:23]=[CH:22][CH:21]=[CH:20][CH:19]=1, predict the reaction product. The product is: [Cl:34][C:32]1[CH:33]=[C:25]2[C:26](=[CH:30][CH:31]=1)[C:27](=[O:28])[N:5]([CH2:6][C:7]1[CH:8]=[CH:9][C:10]([C:11]#[N:12])=[CH:13][CH:14]=1)[C:4]([C:3](=[O:2])[CH2:15][CH3:16])=[C:17]2[C:18]1[CH:23]=[CH:22][CH:21]=[CH:20][CH:19]=1. (2) Given the reactants [C:1]1([C:7]2[CH2:11][C:10]3([CH2:16][CH2:15][CH:14]([C:17](O)=[O:18])[CH2:13][CH2:12]3)[O:9][N:8]=2)[CH:6]=[CH:5][CH:4]=[CH:3][CH:2]=1.C(N(C(C)C)C(C)C)C.O.ON1C2C=CC=CC=2N=N1.F[B-](F)(F)F.N1(OC(N(C)C)=[N+](C)C)C2C=CC=CC=2N=N1.[Cl:62][C:63]1[C:64]([N:69]2[CH2:74][CH2:73][NH:72][CH2:71][CH2:70]2)=[N:65][CH:66]=[CH:67][CH:68]=1, predict the reaction product. The product is: [Cl:62][C:63]1[C:64]([N:69]2[CH2:70][CH2:71][N:72]([C:17]([CH:14]3[CH2:13][CH2:12][C:10]4([O:9][N:8]=[C:7]([C:1]5[CH:6]=[CH:5][CH:4]=[CH:3][CH:2]=5)[CH2:11]4)[CH2:16][CH2:15]3)=[O:18])[CH2:73][CH2:74]2)=[N:65][CH:66]=[CH:67][CH:68]=1. (3) Given the reactants Cl[C:2]1[CH:7]=[CH:6][CH:5]=[C:4]([Cl:8])[C:3]=1[N:9]1[CH2:14][CH:13]([CH2:15][C:16]2[CH:21]=[CH:20][C:19]([F:22])=[CH:18][C:17]=2[F:23])[CH2:12][CH2:11][C:10]1=[O:24].C[Si]([N-][Si](C)(C)C)(C)C.[Li+].[C:35]1([CH:41]2[O:43]N2S(C2C=CC=CC=2)(=O)=O)C=CC=CC=1.[Cl-:53].[NH4+:54].[O:55]1CCC[CH2:56]1, predict the reaction product. The product is: [O:55]=[C:56]1[N:54]([C:6]2[CH:7]=[C:2]([Cl:53])[C:3]([N:9]3[CH2:14][CH:13]([CH2:15][C:16]4[CH:21]=[CH:20][C:19]([F:22])=[CH:18][C:17]=4[F:23])[CH2:12][CH2:11][C:10]3=[O:24])=[C:4]([Cl:8])[CH:5]=2)[CH2:35][CH2:41][O:43]1. (4) Given the reactants Cl[C:2]1[N:7]=[C:6]([NH2:8])[CH:5]=[CH:4][N:3]=1.[H-].[Na+].[O:11]1[CH2:15][CH2:14][C@H:13]([OH:16])[CH2:12]1, predict the reaction product. The product is: [O:11]1[CH2:15][CH2:14][C@H:13]([O:16][C:2]2[N:7]=[C:6]([NH2:8])[CH:5]=[CH:4][N:3]=2)[CH2:12]1. (5) The product is: [Cl:27][C:24]1[CH:25]=[CH:26][C:21]([C:18]2[CH:19]=[CH:20][C:15]([CH2:14][CH2:13][CH2:12][CH2:11][C:8]3[N:7]=[N:6][C:5]([C:3]([OH:4])=[O:2])=[CH:10][CH:9]=3)=[N:16][CH:17]=2)=[CH:22][CH:23]=1. Given the reactants C[O:2][C:3]([C:5]1[N:6]=[N:7][C:8]([CH2:11][CH2:12][CH2:13][CH2:14][C:15]2[CH:20]=[CH:19][C:18]([C:21]3[CH:26]=[CH:25][C:24]([Cl:27])=[CH:23][CH:22]=3)=[CH:17][N:16]=2)=[CH:9][CH:10]=1)=[O:4].Cl, predict the reaction product.